From a dataset of Forward reaction prediction with 1.9M reactions from USPTO patents (1976-2016). Predict the product of the given reaction. (1) Given the reactants FC(F)(F)C(O)=O.[NH2:8][CH:9]([CH2:22][C:23]1[CH:28]=[CH:27][CH:26]=[CH:25][CH:24]=1)[C@H:10]([OH:21])[C:11]([NH:13][CH2:14][C:15]1[CH:20]=[CH:19][CH:18]=[CH:17][CH:16]=1)=[O:12].C(N(CC)C(C)C)(C)C.[CH2:38]([O:45][C:46]([NH:48][C@@H:49]([CH3:65])[C:50]([NH:52][C@@H:53]([CH2:57][C:58]1[CH:63]=[CH:62][C:61]([Cl:64])=[CH:60][CH:59]=1)[C:54](O)=[O:55])=[O:51])=[O:47])[C:39]1[CH:44]=[CH:43][CH:42]=[CH:41][CH:40]=1.CN(C(ON1N=NC2C=CC=NC1=2)=[N+](C)C)C.F[P-](F)(F)(F)(F)F, predict the reaction product. The product is: [CH2:38]([O:45][C:46](=[O:47])[NH:48][C@H:49]([C:50](=[O:51])[NH:52][C@H:53]([C:54](=[O:55])[NH:8][C@@H:9]([CH2:22][C:23]1[CH:28]=[CH:27][CH:26]=[CH:25][CH:24]=1)[CH:10]([C:11](=[O:12])[NH:13][CH2:14][C:15]1[CH:20]=[CH:19][CH:18]=[CH:17][CH:16]=1)[OH:21])[CH2:57][C:58]1[CH:63]=[CH:62][C:61]([Cl:64])=[CH:60][CH:59]=1)[CH3:65])[C:39]1[CH:44]=[CH:43][CH:42]=[CH:41][CH:40]=1. (2) Given the reactants [Cl:1][C:2]1[CH:3]=[C:4]([CH2:10][CH2:11][C:12]2([CH:20]3[CH2:24][CH2:23][CH2:22][CH2:21]3)[O:17][C:16](=[O:18])[CH2:15][C:14](=[O:19])[CH2:13]2)[CH:5]=[CH:6][C:7]=1[O:8][CH3:9].[CH2:25]1CCN2C(=NCCC2)CC1.IC, predict the reaction product. The product is: [Cl:1][C:2]1[CH:3]=[C:4]([CH2:10][CH2:11][C:12]2([CH:20]3[CH2:24][CH2:23][CH2:22][CH2:21]3)[O:17][C:16](=[O:18])[CH:15]=[C:14]([O:19][CH3:25])[CH2:13]2)[CH:5]=[CH:6][C:7]=1[O:8][CH3:9]. (3) The product is: [F:22][C:23]1[CH:28]=[CH:27][CH:26]=[CH:25][C:24]=1[C:2]1[CH:3]=[CH:4][C:5]([NH:8][C:9](=[O:21])[CH2:10][CH:11]2[CH2:16][CH2:15][N:14]([S:17]([CH3:20])(=[O:19])=[O:18])[CH2:13][CH2:12]2)=[N:6][CH:7]=1. Given the reactants Br[C:2]1[CH:3]=[CH:4][C:5]([NH:8][C:9](=[O:21])[CH2:10][CH:11]2[CH2:16][CH2:15][N:14]([S:17]([CH3:20])(=[O:19])=[O:18])[CH2:13][CH2:12]2)=[N:6][CH:7]=1.[F:22][C:23]1[CH:28]=[CH:27][CH:26]=[CH:25][C:24]=1B(O)O, predict the reaction product. (4) Given the reactants [Cl:1][C:2]1[CH:7]=[C:6]([C:8]2[CH:13]=[CH:12][CH:11]=[C:10]([CH3:14])[N:9]=2)[CH:5]=[CH:4][C:3]=1[C:15]1[C:26](=[O:27])[NH:25][C:18]2[N:19]=[C:20](SC)[N:21]=[CH:22][C:17]=2[CH:16]=1.Cl[CH2:29][C:30]([N:32]1[CH2:37][CH2:36][O:35][CH2:34][CH2:33]1)=[O:31].[CH2:38]([NH2:40])[CH3:39], predict the reaction product. The product is: [Cl:1][C:2]1[CH:7]=[C:6]([C:8]2[CH:13]=[CH:12][CH:11]=[C:10]([CH3:14])[N:9]=2)[CH:5]=[CH:4][C:3]=1[C:15]1[C:26](=[O:27])[N:25]([CH2:29][C:30]([N:32]2[CH2:37][CH2:36][O:35][CH2:34][CH2:33]2)=[O:31])[C:18]2[N:19]=[C:20]([NH:40][CH2:38][CH3:39])[N:21]=[CH:22][C:17]=2[CH:16]=1. (5) Given the reactants [H-].[K+].Br[C:4]1[CH:12]=[C:11]2[C:7]([CH:8]=[CH:9][NH:10]2)=[CH:6][CH:5]=1.[H][H].[Li]C(C)(C)C.[N:20]12[CH2:28][CH2:27][CH2:26][CH:25]1[CH2:24][C:23](=[O:29])[CH2:22][CH2:21]2, predict the reaction product. The product is: [OH:29][C:23]1([C:4]2[CH:12]=[C:11]3[C:7]([CH:8]=[CH:9][NH:10]3)=[CH:6][CH:5]=2)[CH2:24][CH:25]2[N:20]([CH2:28][CH2:27][CH2:26]2)[CH2:21][CH2:22]1. (6) The product is: [CH2:3]([C@@H:10]([CH2:26][CH2:27][C@H:28]([CH2:44][CH3:59])[C:54]([OH:57])=[O:55])[C:11]([OH:12])=[O:47])[C:4]1[CH:5]=[CH:6][CH:7]=[CH:8][CH:9]=1. Given the reactants OO.[CH2:3]([C@@H:10]([CH2:26][CH2:27][C@H:28]([CH3:44])C(N1[C@@H](CC2C=CC=CC=2)COC1=O)=O)[C:11](N1[C@@H](CC2C=CC=CC=2)COC1=O)=[O:12])[C:4]1[CH:9]=[CH:8][CH:7]=[CH:6][CH:5]=1.O[Li].[OH2:47].[O-]S([O-])=O.[Na+].[Na+].[C:54]([O-:57])(O)=[O:55].[Na+].[CH2:59]1COCC1, predict the reaction product.